This data is from Reaction yield outcomes from USPTO patents with 853,638 reactions. The task is: Predict the reaction yield, written as a fraction of the theoretical maximum amount of product (1.0 means a 100% yield; for example, 0.34 means a 34% yield). The reactants are [CH3:1][C:2]1[C:6]([C:7]2[C:8]([O:31][CH3:32])=[CH:9][C:10]3[C:11]4[N:21]([C@@H:22]([C:24]5[CH:29]=[CH:28][CH:27]=[CH:26][CH:25]=5)[CH3:23])[C:20](=[O:30])N[C:12]=4[C:13]([CH:17]=O)=[N:14][C:15]=3[CH:16]=2)=[C:5]([CH3:33])[O:4][N:3]=1.[CH3:34][NH:35][CH3:36].[BH-](OC(C)=O)(OC(C)=O)[O:38]C(C)=O.[Na+]. The catalyst is ClCCCl. The product is [CH3:34][N:35]([CH2:17][C:13]1[C:12]2[O:30][C:20](=[O:38])[N:21]([C@@H:22]([C:24]3[CH:29]=[CH:28][CH:27]=[CH:26][CH:25]=3)[CH3:23])[C:11]=2[C:10]2[CH:9]=[C:8]([O:31][CH3:32])[C:7]([C:6]3[C:2]([CH3:1])=[N:3][O:4][C:5]=3[CH3:33])=[CH:16][C:15]=2[N:14]=1)[CH3:36]. The yield is 0.670.